This data is from Catalyst prediction with 721,799 reactions and 888 catalyst types from USPTO. The task is: Predict which catalyst facilitates the given reaction. (1) Reactant: [BrH:1].[Br:2][C:3]1[CH:4]=[C:5]([CH:25]=[CH:26][CH:27]=1)[CH2:6][C:7]([CH2:17][C:18]1[CH:23]=[CH:22][CH:21]=[C:20]([Br:24])[CH:19]=1)=[CH:8]CC1C=CC=C(Br)C=1. Product: [Br:24][C:20]1[CH:19]=[C:18]([CH:23]=[CH:22][CH:21]=1)[CH2:17][C:7]([CH2:8][C:26]1[CH:25]=[CH:5][CH:4]=[C:3]([Br:2])[CH:27]=1)([CH2:6][C:5]1[CH:25]=[CH:26][CH:27]=[C:3]([Br:2])[CH:4]=1)[Br:1]. The catalyst class is: 15. (2) Reactant: C(O)(=O)C.O.[Br:6][C:7]1[CH:12]=[C:11]([O:13][C:14]2[CH:19]=[CH:18][C:17]([O:20][CH3:21])=[CH:16][CH:15]=2)[C:10]([N+:22]([O-])=O)=[CH:9][C:8]=1[F:25]. Product: [Br:6][C:7]1[C:8]([F:25])=[CH:9][C:10]([NH2:22])=[C:11]([O:13][C:14]2[CH:15]=[CH:16][C:17]([O:20][CH3:21])=[CH:18][CH:19]=2)[CH:12]=1. The catalyst class is: 13. (3) Reactant: C(OC([N:8]1[CH2:13][CH2:12][N:11]([CH2:14][CH:15]([C:17]2[CH:26]=[CH:25][C:20]3[C:21](=[O:24])[O:22][CH2:23][C:19]=3[C:18]=2[CH3:27])[CH3:16])[CH2:10][CH2:9]1)=O)(C)(C)C. Product: [CH3:27][C:18]1[C:19]2[CH2:23][O:22][C:21](=[O:24])[C:20]=2[CH:25]=[CH:26][C:17]=1[CH:15]([CH3:16])[CH2:14][N:11]1[CH2:12][CH2:13][NH:8][CH2:9][CH2:10]1. The catalyst class is: 67.